From a dataset of NCI-60 drug combinations with 297,098 pairs across 59 cell lines. Regression. Given two drug SMILES strings and cell line genomic features, predict the synergy score measuring deviation from expected non-interaction effect. Cell line: RXF 393. Synergy scores: CSS=26.5, Synergy_ZIP=-5.74, Synergy_Bliss=-0.449, Synergy_Loewe=0.559, Synergy_HSA=0.875. Drug 1: C1CCN(CC1)CCOC2=CC=C(C=C2)C(=O)C3=C(SC4=C3C=CC(=C4)O)C5=CC=C(C=C5)O. Drug 2: COC1=C(C=C2C(=C1)N=CN=C2NC3=CC(=C(C=C3)F)Cl)OCCCN4CCOCC4.